Dataset: NCI-60 drug combinations with 297,098 pairs across 59 cell lines. Task: Regression. Given two drug SMILES strings and cell line genomic features, predict the synergy score measuring deviation from expected non-interaction effect. (1) Drug 1: C1=CC=C(C=C1)NC(=O)CCCCCCC(=O)NO. Cell line: UO-31. Synergy scores: CSS=20.5, Synergy_ZIP=-9.32, Synergy_Bliss=-2.26, Synergy_Loewe=-1.54, Synergy_HSA=-0.433. Drug 2: C1=NC2=C(N1)C(=S)N=CN2. (2) Drug 1: CC1=C(C=C(C=C1)C(=O)NC2=CC(=CC(=C2)C(F)(F)F)N3C=C(N=C3)C)NC4=NC=CC(=N4)C5=CN=CC=C5. Drug 2: C(CC(=O)O)C(=O)CN.Cl. Cell line: MALME-3M. Synergy scores: CSS=9.63, Synergy_ZIP=-2.82, Synergy_Bliss=0.652, Synergy_Loewe=3.49, Synergy_HSA=1.62. (3) Drug 1: C1CCC(CC1)NC(=O)N(CCCl)N=O. Drug 2: CCCS(=O)(=O)NC1=C(C(=C(C=C1)F)C(=O)C2=CNC3=C2C=C(C=N3)C4=CC=C(C=C4)Cl)F. Cell line: HS 578T. Synergy scores: CSS=2.00, Synergy_ZIP=-3.07, Synergy_Bliss=0.783, Synergy_Loewe=-10.2, Synergy_HSA=-5.05. (4) Drug 1: C1=C(C(=O)NC(=O)N1)F. Drug 2: CC1=C(N=C(N=C1N)C(CC(=O)N)NCC(C(=O)N)N)C(=O)NC(C(C2=CN=CN2)OC3C(C(C(C(O3)CO)O)O)OC4C(C(C(C(O4)CO)O)OC(=O)N)O)C(=O)NC(C)C(C(C)C(=O)NC(C(C)O)C(=O)NCCC5=NC(=CS5)C6=NC(=CS6)C(=O)NCCC[S+](C)C)O. Cell line: SR. Synergy scores: CSS=87.7, Synergy_ZIP=0.821, Synergy_Bliss=0.357, Synergy_Loewe=-1.55, Synergy_HSA=3.62. (5) Drug 1: CC1OCC2C(O1)C(C(C(O2)OC3C4COC(=O)C4C(C5=CC6=C(C=C35)OCO6)C7=CC(=C(C(=C7)OC)O)OC)O)O. Drug 2: CCN(CC)CCNC(=O)C1=C(NC(=C1C)C=C2C3=C(C=CC(=C3)F)NC2=O)C. Cell line: NCI/ADR-RES. Synergy scores: CSS=-3.33, Synergy_ZIP=0.951, Synergy_Bliss=-1.13, Synergy_Loewe=-1.96, Synergy_HSA=-2.96. (6) Drug 1: CC1OCC2C(O1)C(C(C(O2)OC3C4COC(=O)C4C(C5=CC6=C(C=C35)OCO6)C7=CC(=C(C(=C7)OC)O)OC)O)O. Drug 2: C1=CC=C(C=C1)NC(=O)CCCCCCC(=O)NO. Cell line: A549. Synergy scores: CSS=48.7, Synergy_ZIP=0.735, Synergy_Bliss=3.72, Synergy_Loewe=1.40, Synergy_HSA=6.11.